This data is from Catalyst prediction with 721,799 reactions and 888 catalyst types from USPTO. The task is: Predict which catalyst facilitates the given reaction. (1) Reactant: [CH3:1][C@@H:2]1[NH:7][CH2:6][CH2:5][N:4]([C:8]([O:10][C:11]([CH3:14])([CH3:13])[CH3:12])=[O:9])[CH2:3]1.C=O.[CH:17](O)=O. Product: [CH3:1][C@@H:2]1[N:7]([CH3:17])[CH2:6][CH2:5][N:4]([C:8]([O:10][C:11]([CH3:13])([CH3:12])[CH3:14])=[O:9])[CH2:3]1. The catalyst class is: 5. (2) Reactant: [Cl:1][C:2]1[N:7]=[C:6]([C:8]2([C:12]3[C:21]4[C:16](=[CH:17][CH:18]=[C:19]([O:22]C)[CH:20]=4)[CH2:15][CH2:14][N:13]=3)[CH2:11][CH2:10][CH2:9]2)[CH:5]=[CH:4][CH:3]=1.[OH-].[Na+]. Product: [Cl:1][C:2]1[N:7]=[C:6]([C:8]2([C:12]3[C:21]4[C:16](=[CH:17][CH:18]=[C:19]([OH:22])[CH:20]=4)[CH2:15][CH2:14][N:13]=3)[CH2:11][CH2:10][CH2:9]2)[CH:5]=[CH:4][CH:3]=1. The catalyst class is: 201. (3) Reactant: [F:1][C:2]1[C:11]([F:12])=[CH:10][C:9]([CH:13]=O)=[C:8]2[C:3]=1[C:4](=[O:16])[CH:5]=[C:6]([CH3:15])[O:7]2.[C:17]([CH:19]=[C:20]([O-])[CH3:21])#[N:18].[Na+].[NH2:24][C:25](=[CH:27][C:28](=[O:34])[CH2:29][CH2:30][CH:31]([CH3:33])[CH3:32])[CH3:26].C(O)(=O)C. Product: [F:1][C:2]1[C:11]([F:12])=[CH:10][C:9]([CH:13]2[C:27]([C:28](=[O:34])[CH2:29][CH2:30][CH:31]([CH3:32])[CH3:33])=[C:25]([CH3:26])[NH:24][C:20]([CH3:21])=[C:19]2[C:17]#[N:18])=[C:8]2[C:3]=1[C:4](=[O:16])[CH:5]=[C:6]([CH3:15])[O:7]2. The catalyst class is: 41. (4) Reactant: [CH3:1][C:2]([C:4]1[CH:9]=[CH:8][CH:7]=[C:6]([NH2:10])[CH:5]=1)=[O:3].N1C=CC=CC=1.[F:17][C:18]([F:29])([F:28])[C:19](O[C:19](=[O:20])[C:18]([F:29])([F:28])[F:17])=[O:20].[Cl-].[Na+]. Product: [C:2]([C:4]1[CH:5]=[C:6]([NH:10][C:19](=[O:20])[C:18]([F:29])([F:28])[F:17])[CH:7]=[CH:8][CH:9]=1)(=[O:3])[CH3:1]. The catalyst class is: 4. (5) Reactant: [N:1]1([S:6]([C:9]2[CH:10]=[C:11]3[C:15](=[CH:16][CH:17]=2)[N:14]([CH:18]([CH3:24])[CH:19]([N:21]=[N+]=[N-])[CH3:20])[C:13](=[O:25])[C:12]23[O:30][CH2:29][CH2:28][CH2:27][O:26]2)(=[O:8])=[O:7])[CH2:5][CH2:4][CH2:3][CH2:2]1. Product: [N:1]1([S:6]([C:9]2[CH:10]=[C:11]3[C:15](=[CH:16][CH:17]=2)[N:14]([CH:18]([CH3:24])[CH:19]([NH2:21])[CH3:20])[C:13](=[O:25])[C:12]23[O:30][CH2:29][CH2:28][CH2:27][O:26]2)(=[O:7])=[O:8])[CH2:5][CH2:4][CH2:3][CH2:2]1. The catalyst class is: 19. (6) Reactant: CO[C:3]1[CH:8]=[CH:7][C:6]([N:9]2[CH2:14][CH2:13][N:12]([C:15]3[C:16]([CH3:30])=[C:17]([CH3:29])[C:18]4[O:22][C:21]([CH2:24]C#N)([CH3:23])[CH2:20][C:19]=4[C:27]=3[CH3:28])[CH2:11][CH2:10]2)=[CH:5][CH:4]=1.[OH-:31].[Na+].[CH2:33](O)C.Cl.[C:37]([O:40]CC)(=[O:39])C. Product: [CH3:33][O:31][C:3]1[CH:4]=[CH:5][C:6]([N:9]2[CH2:10][CH2:11][N:12]([C:15]3[C:16]([CH3:30])=[C:17]([CH3:29])[C:18]4[O:22][C:21]([CH2:24][C:37]([OH:40])=[O:39])([CH3:23])[CH2:20][C:19]=4[C:27]=3[CH3:28])[CH2:13][CH2:14]2)=[CH:7][CH:8]=1. The catalyst class is: 6.